Dataset: Reaction yield outcomes from USPTO patents with 853,638 reactions. Task: Predict the reaction yield, written as a fraction of the theoretical maximum amount of product (1.0 means a 100% yield; for example, 0.34 means a 34% yield). (1) The reactants are [CH:1]([N:4]1[CH2:9][CH2:8][N:7]([C:10]([C:12]2[CH:13]=[C:14]3[C:18](=[CH:19][CH:20]=2)[NH:17][C:16]([C:21]([N:23]2[CH2:28][CH2:27][CH:26]([O:29][CH3:30])[CH2:25][CH2:24]2)=[O:22])=[CH:15]3)=[O:11])[CH2:6][CH2:5]1)([CH3:3])[CH3:2].[Cl:31][C:32]1[CH:37]=[C:36](B(O)O)[CH:35]=[CH:34][N:33]=1.N1C=CC=CC=1. The catalyst is ClCCl.C([O-])(=O)C.[Cu+2].C([O-])(=O)C. The product is [Cl:31][C:32]1[CH:37]=[C:36]([N:17]2[C:18]3[C:14](=[CH:13][C:12]([C:10]([N:7]4[CH2:8][CH2:9][N:4]([CH:1]([CH3:3])[CH3:2])[CH2:5][CH2:6]4)=[O:11])=[CH:20][CH:19]=3)[CH:15]=[C:16]2[C:21]([N:23]2[CH2:28][CH2:27][CH:26]([O:29][CH3:30])[CH2:25][CH2:24]2)=[O:22])[CH:35]=[CH:34][N:33]=1. The yield is 0.330. (2) The reactants are C[Mg]Br.[C:4]1(C)C=CC=CC=1.[CH2:11]([O:13][P:14]([N:19]1[CH:25]2[CH:20]1[CH2:21][CH2:22][N:23]([C:26]([O:28][CH2:29][C:30]1[CH:35]=[CH:34][CH:33]=[CH:32][CH:31]=1)=[O:27])[CH2:24]2)([O:16][CH2:17][CH3:18])=[O:15])[CH3:12].O. The catalyst is C1COCC1. The product is [CH2:11]([O:13][P:14]([NH:19][C@H:25]1[C@H:20]([CH3:4])[CH2:21][CH2:22][N:23]([C:26]([O:28][CH2:29][C:30]2[CH:35]=[CH:34][CH:33]=[CH:32][CH:31]=2)=[O:27])[CH2:24]1)([O:16][CH2:17][CH3:18])=[O:15])[CH3:12]. The yield is 0.480.